Dataset: Forward reaction prediction with 1.9M reactions from USPTO patents (1976-2016). Task: Predict the product of the given reaction. (1) Given the reactants [I:1]Cl.[CH2:3]([N:5]1[C:9]([CH2:10][C:11]([OH:14])([CH3:13])[CH3:12])=[CH:8][C:7]([C:15]#[N:16])=[N:6]1)[CH3:4].C(=O)([O-])[O-].[K+].[K+], predict the reaction product. The product is: [CH2:3]([N:5]1[C:9]([CH2:10][C:11]([OH:14])([CH3:12])[CH3:13])=[C:8]([I:1])[C:7]([C:15]#[N:16])=[N:6]1)[CH3:4]. (2) Given the reactants Br[C:2]1[CH:14]=[CH:13][C:5]([C:6]([O:8][C:9]([CH3:12])([CH3:11])[CH3:10])=[O:7])=[C:4]([NH:15][C:16]2[CH:21]=[CH:20][C:19]([F:22])=[CH:18][CH:17]=2)[CH:3]=1.[F:23][C:24]1[CH:25]=[C:26](B(O)O)[CH:27]=[CH:28][CH:29]=1.C(=O)([O-])O.[Na+], predict the reaction product. The product is: [F:22][C:19]1[CH:20]=[CH:21][C:16]([NH:15][C:4]2[CH:3]=[C:2]([C:28]3[CH:27]=[CH:26][CH:25]=[C:24]([F:23])[CH:29]=3)[CH:14]=[CH:13][C:5]=2[C:6]([O:8][C:9]([CH3:12])([CH3:11])[CH3:10])=[O:7])=[CH:17][CH:18]=1.